Predict which catalyst facilitates the given reaction. From a dataset of Catalyst prediction with 721,799 reactions and 888 catalyst types from USPTO. (1) Reactant: [F:1][C:2]1[C:10]([N+:11]([O-:13])=[O:12])=[CH:9][CH:8]=[CH:7][C:3]=1[C:4](O)=[O:5].S(Cl)([Cl:16])=O. Product: [F:1][C:2]1[C:10]([N+:11]([O-:13])=[O:12])=[CH:9][CH:8]=[CH:7][C:3]=1[C:4]([Cl:16])=[O:5]. The catalyst class is: 3. (2) Reactant: [NH:1]1[CH2:5][CH2:4][CH2:3][CH2:2]1.[C:6]([C:10]1[CH:14]=[C:13]([NH:15][C:16]([NH:18][C@@H:19]2[C:28]3[C:23](=[CH:24][CH:25]=[CH:26][CH:27]=3)[C@H:22]([O:29][C:30]3[CH:31]=[CH:32][C:33]4[N:34]([C:36]([N:39]5[C@H:44]([CH3:45])[CH2:43][CH2:42][CH2:41][C@@H:40]5[CH3:46])=[N:37][N:38]=4)[CH:35]=3)[CH2:21][CH2:20]2)=[O:17])[N:12]([C:47]2[CH:48]=[C:49]([CH:58]=[CH:59][CH:60]=2)[O:50][CH2:51][CH2:52]OS(C)(=O)=O)[N:11]=1)([CH3:9])([CH3:8])[CH3:7]. Product: [C:6]([C:10]1[CH:14]=[C:13]([NH:15][C:16]([NH:18][C@@H:19]2[C:28]3[C:23](=[CH:24][CH:25]=[CH:26][CH:27]=3)[C@H:22]([O:29][C:30]3[CH:31]=[CH:32][C:33]4[N:34]([C:36]([N:39]5[C@H:40]([CH3:46])[CH2:41][CH2:42][CH2:43][C@@H:44]5[CH3:45])=[N:37][N:38]=4)[CH:35]=3)[CH2:21][CH2:20]2)=[O:17])[N:12]([C:47]2[CH:60]=[CH:59][CH:58]=[C:49]([O:50][CH2:51][CH2:52][N:1]3[CH2:5][CH2:4][CH2:3][CH2:2]3)[CH:48]=2)[N:11]=1)([CH3:7])([CH3:8])[CH3:9]. The catalyst class is: 1. (3) Product: [CH2:1]([C:3]1[C:11]([N:12]([CH2:18][CH2:19][CH2:20][F:21])[CH2:13][CH2:14][O:15][CH3:16])=[C:6]2[CH:7]=[CH:8][CH:9]=[CH:10][N:5]2[N:4]=1)[CH3:2]. Reactant: [CH2:1]([C:3]1[C:11]([N:12]([CH2:18][CH2:19][CH2:20][F:21])[C:13](=O)[CH2:14][O:15][CH3:16])=[C:6]2[CH:7]=[CH:8][CH:9]=[CH:10][N:5]2[N:4]=1)[CH3:2].C(OCC)(=O)C.CCCCCC. The catalyst class is: 1.